This data is from Full USPTO retrosynthesis dataset with 1.9M reactions from patents (1976-2016). The task is: Predict the reactants needed to synthesize the given product. (1) Given the product [CH2:28]([O:27][C:25]([CH2:24][C:23](=[O:30])[CH2:22][CH:14]1[CH2:15][C:16]2[C:21](=[CH:20][CH:19]=[CH:18][CH:17]=2)[NH:13]1)=[O:26])[CH3:29], predict the reactants needed to synthesize it. The reactants are: [H][H].C(OC([N:13]1[C:21]2[C:16](=[CH:17][CH:18]=[CH:19][CH:20]=2)[CH2:15][CH:14]1[CH2:22][C:23](=[O:30])[CH2:24][C:25]([O:27][CH2:28][CH3:29])=[O:26])=O)C1C=CC=CC=1.C(OC(N1C[C@H](OC)C[C@H]1CC(=O)CC(OCC)=O)=O)C1C=CC=CC=1. (2) Given the product [CH2:28]([NH:31][C:32](=[O:33])[O:1][CH2:2][CH2:3][O:4][C:5]1[C:10]([CH3:11])=[CH:9][C:8]([C:12]2[NH:21][C:20](=[O:22])[C:19]3[C:14](=[CH:15][C:16]([O:25][CH3:26])=[CH:17][C:18]=3[O:23][CH3:24])[N:13]=2)=[CH:7][C:6]=1[CH3:27])[CH2:29][CH3:30], predict the reactants needed to synthesize it. The reactants are: [OH:1][CH2:2][CH2:3][O:4][C:5]1[C:10]([CH3:11])=[CH:9][C:8]([C:12]2[NH:21][C:20](=[O:22])[C:19]3[C:14](=[CH:15][C:16]([O:25][CH3:26])=[CH:17][C:18]=3[O:23][CH3:24])[N:13]=2)=[CH:7][C:6]=1[CH3:27].[CH2:28]([N:31]=[C:32]=[O:33])[CH2:29][CH3:30].